Dataset: Catalyst prediction with 721,799 reactions and 888 catalyst types from USPTO. Task: Predict which catalyst facilitates the given reaction. Reactant: [CH2:1]([O:7][C:8](=[O:19])[CH2:9][CH2:10][CH:11]([OH:18])[CH2:12][CH2:13][CH2:14][CH2:15][CH2:16][CH3:17])[CH2:2][CH:3]=[CH:4][CH2:5][CH3:6].N1C=CC=CC=1.CN(C1C=CC=CN=1)C.[C:35](Cl)(=[O:49])[CH2:36][CH2:37][CH2:38][CH2:39][CH2:40][CH2:41][CH2:42][CH2:43][CH2:44][CH2:45][CH2:46][CH2:47][CH3:48]. Product: [CH2:1]([O:7][C:8]([CH2:9][CH2:10][CH:11]([O:18][C:35](=[O:49])[CH2:36][CH2:37][CH2:38][CH2:39][CH2:40][CH2:41][CH2:42][CH2:43][CH2:44][CH2:45][CH2:46][CH2:47][CH3:48])[CH2:12][CH2:13][CH2:14][CH2:15][CH2:16][CH3:17])=[O:19])[CH2:2][CH:3]=[CH:4][CH2:5][CH3:6]. The catalyst class is: 30.